From a dataset of NCI-60 drug combinations with 297,098 pairs across 59 cell lines. Regression. Given two drug SMILES strings and cell line genomic features, predict the synergy score measuring deviation from expected non-interaction effect. Drug 2: C1=NC2=C(N=C(N=C2N1C3C(C(C(O3)CO)O)O)F)N. Drug 1: CN(C)C1=NC(=NC(=N1)N(C)C)N(C)C. Cell line: NCI-H322M. Synergy scores: CSS=-6.80, Synergy_ZIP=2.82, Synergy_Bliss=-1.23, Synergy_Loewe=-2.29, Synergy_HSA=-4.81.